The task is: Predict the reaction yield, written as a fraction of the theoretical maximum amount of product (1.0 means a 100% yield; for example, 0.34 means a 34% yield).. This data is from Reaction yield outcomes from USPTO patents with 853,638 reactions. (1) The reactants are [C:1]([C:3]1[CH:8]=[CH:7][CH:6]=[CH:5][CH:4]=1)#[CH:2].I[C:10]1[C:18]2[C:13](=[N:14][CH:15]=[C:16]([C:19]3[CH:24]=[CH:23][C:22]([S:25]([CH:28]([CH3:30])[CH3:29])(=[O:27])=[O:26])=[CH:21][CH:20]=3)[N:17]=2)[N:12]([S:31]([C:34]2[CH:39]=[CH:38][C:37]([CH3:40])=[CH:36][CH:35]=2)(=[O:33])=[O:32])[CH:11]=1.C(N(CC)CC)C. The catalyst is CN(C=O)C.[Cu]I.C1C=CC([P]([Pd]([P](C2C=CC=CC=2)(C2C=CC=CC=2)C2C=CC=CC=2)([P](C2C=CC=CC=2)(C2C=CC=CC=2)C2C=CC=CC=2)[P](C2C=CC=CC=2)(C2C=CC=CC=2)C2C=CC=CC=2)(C2C=CC=CC=2)C2C=CC=CC=2)=CC=1. The product is [CH:28]([S:25]([C:22]1[CH:23]=[CH:24][C:19]([C:16]2[N:17]=[C:18]3[C:10]([C:2]#[C:1][C:3]4[CH:8]=[CH:7][CH:6]=[CH:5][CH:4]=4)=[CH:11][N:12]([S:31]([C:34]4[CH:39]=[CH:38][C:37]([CH3:40])=[CH:36][CH:35]=4)(=[O:33])=[O:32])[C:13]3=[N:14][CH:15]=2)=[CH:20][CH:21]=1)(=[O:27])=[O:26])([CH3:30])[CH3:29]. The yield is 0.670. (2) The reactants are Br[C:2]1[CH:23]=[CH:22][C:5]2[C:6]3[N:7]([CH:11]=[C:12]([C:14]4[N:18]([CH:19]([CH3:21])[CH3:20])[N:17]=[CH:16][N:15]=4)[N:13]=3)[CH2:8][CH2:9][O:10][C:4]=2[CH:3]=1.[O:24]1[CH2:29][CH2:28][CH2:27][CH2:26][CH:25]1[N:30]1[C:34](B2OC(C)(C)C(C)(C)O2)=[CH:33][N:32]=[CH:31]1.[F-].[Cs+].O. The yield is 0.170. The product is [CH:19]([N:18]1[C:14]([C:12]2[N:13]=[C:6]3[C:5]4[CH:22]=[CH:23][C:2]([C:34]5[N:30]([CH:25]6[CH2:26][CH2:27][CH2:28][CH2:29][O:24]6)[CH:31]=[N:32][CH:33]=5)=[CH:3][C:4]=4[O:10][CH2:9][CH2:8][N:7]3[CH:11]=2)=[N:15][CH:16]=[N:17]1)([CH3:21])[CH3:20]. The catalyst is CN(C=O)C.[Cu]I.C1C=CC([P]([Pd]([P](C2C=CC=CC=2)(C2C=CC=CC=2)C2C=CC=CC=2)([P](C2C=CC=CC=2)(C2C=CC=CC=2)C2C=CC=CC=2)[P](C2C=CC=CC=2)(C2C=CC=CC=2)C2C=CC=CC=2)(C2C=CC=CC=2)C2C=CC=CC=2)=CC=1.